This data is from Forward reaction prediction with 1.9M reactions from USPTO patents (1976-2016). The task is: Predict the product of the given reaction. (1) Given the reactants [CH2:1]([N:8]1[C:12]2[CH:13]=[CH:14][C:15]([C:17](=[O:31])[CH:18]([CH:20]([C:26]([O:28]CC)=[O:27])[C:21]([O:23]CC)=[O:22])[CH3:19])=[CH:16][C:11]=2[O:10]C1=O)[C:2]1[CH:7]=[CH:6][CH:5]=[CH:4][CH:3]=1.[OH-].[Na+].Cl, predict the reaction product. The product is: [CH2:1]([NH:8][C:12]1[CH:13]=[CH:14][C:15]([C:17](=[O:31])[CH:18]([CH:20]([C:26]([OH:28])=[O:27])[C:21]([OH:23])=[O:22])[CH3:19])=[CH:16][C:11]=1[OH:10])[C:2]1[CH:3]=[CH:4][CH:5]=[CH:6][CH:7]=1. (2) The product is: [Cl:1][C:2]1[C:3]([C:10]([O:12][CH3:13])=[O:11])=[N:4][C:5]([Cl:9])=[CH:6][C:7]=1[N:15]([CH3:14])[CH:16]1[CH2:21][CH2:20][O:19][CH2:18][CH2:17]1. Given the reactants [Cl:1][C:2]1[C:3]([C:10]([O:12][CH3:13])=[O:11])=[N:4][C:5]([Cl:9])=[CH:6][C:7]=1Cl.[CH3:14][NH:15][CH:16]1[CH2:21][CH2:20][O:19][CH2:18][CH2:17]1, predict the reaction product. (3) Given the reactants [NH2:1][C:2]1[N:6]([C:7]2[CH:8]=[CH:9][C:10](=[O:13])[NH:11][CH:12]=2)[N:5]=[C:4]([C:14]([CH3:17])([CH3:16])[CH3:15])[CH:3]=1.Cl[C:19]([O:21][C:22]1[CH:27]=[CH:26][CH:25]=[CH:24][CH:23]=1)=[O:20], predict the reaction product. The product is: [C:14]([C:4]1[CH:3]=[C:2]([NH:1][C:19](=[O:20])[O:21][C:22]2[CH:27]=[CH:26][CH:25]=[CH:24][CH:23]=2)[N:6]([C:7]2[CH:8]=[CH:9][C:10](=[O:13])[NH:11][CH:12]=2)[N:5]=1)([CH3:17])([CH3:16])[CH3:15]. (4) Given the reactants [Cl:1][C:2]1[CH:3]=[C:4]([CH:21]=[C:22](B2OC(C)(C)C(C)(C)O2)[CH:23]=1)[CH2:5][O:6][C:7]1[CH:12]=[CH:11][CH:10]=[CH:9][C:8]=1[CH2:13][C:14]([O:16][C:17]([CH3:20])([CH3:19])[CH3:18])=[O:15].Br[C:34]1[C:35]([F:52])=[C:36]([C@H:40]([NH:44][C:45](=[O:51])[O:46][C:47]([CH3:50])([CH3:49])[CH3:48])[CH2:41][CH2:42][CH3:43])[CH:37]=[CH:38][CH:39]=1.[O-]P([O-])([O-])=O.[K+].[K+].[K+], predict the reaction product. The product is: [C:47]([O:46][C:45]([NH:44][C@@H:40]([C:36]1[C:35]([F:52])=[C:34]([C:22]2[CH:23]=[C:2]([Cl:1])[CH:3]=[C:4]([CH2:5][O:6][C:7]3[CH:12]=[CH:11][CH:10]=[CH:9][C:8]=3[CH2:13][C:14]([O:16][C:17]([CH3:20])([CH3:18])[CH3:19])=[O:15])[CH:21]=2)[CH:39]=[CH:38][CH:37]=1)[CH2:41][CH2:42][CH3:43])=[O:51])([CH3:48])([CH3:49])[CH3:50]. (5) Given the reactants [CH3:1][O:2][C:3]1[CH:8]=[CH:7][C:6]([C:9](=O)[CH2:10][C:11](=O)[C:12]([F:15])([F:14])[F:13])=[CH:5][CH:4]=1.[NH2:18][C:19]1[N:20]=[CH:21][NH:22][C:23]=1[C:24]#[N:25], predict the reaction product. The product is: [CH3:1][O:2][C:3]1[CH:8]=[CH:7][C:6]([C:9]2[CH:10]=[C:11]([C:12]([F:15])([F:14])[F:13])[N:20]3[CH:21]=[N:22][C:23]([C:24]#[N:25])=[C:19]3[N:18]=2)=[CH:5][CH:4]=1.